Task: Predict the product of the given reaction.. Dataset: Forward reaction prediction with 1.9M reactions from USPTO patents (1976-2016) Given the reactants [H-].[Al+3].[Li+].[H-].[H-].[H-].[F:7][C:8]([F:26])([F:25])[C:9]1[CH:10]=[C:11]([C:15]2[N:16]=[C:17]([C:20](OCC)=[O:21])[S:18][CH:19]=2)[CH:12]=[CH:13][CH:14]=1.O.O.O.O.O.O.O.O.O.O.[O-]S([O-])(=O)=O.[Na+].[Na+], predict the reaction product. The product is: [F:26][C:8]([F:7])([F:25])[C:9]1[CH:10]=[C:11]([C:15]2[N:16]=[C:17]([CH2:20][OH:21])[S:18][CH:19]=2)[CH:12]=[CH:13][CH:14]=1.